The task is: Predict the reactants needed to synthesize the given product.. This data is from Full USPTO retrosynthesis dataset with 1.9M reactions from patents (1976-2016). (1) Given the product [N:12]1([C:10]2[C:9]3[C:4](=[CH:5][CH:6]=[CH:7][CH:8]=3)[C:3](=[O:18])[N:2]([NH:1][C:29](=[O:30])[CH2:28][C:23]3[CH:24]=[CH:25][CH:26]=[CH:27][C:22]=3[N+:19]([O-:21])=[O:20])[N:11]=2)[CH2:17][CH2:16][O:15][CH2:14][CH2:13]1, predict the reactants needed to synthesize it. The reactants are: [NH2:1][N:2]1[N:11]=[C:10]([N:12]2[CH2:17][CH2:16][O:15][CH2:14][CH2:13]2)[C:9]2[C:4](=[CH:5][CH:6]=[CH:7][CH:8]=2)[C:3]1=[O:18].[N+:19]([C:22]1[CH:27]=[CH:26][CH:25]=[CH:24][C:23]=1[CH2:28][C:29](O)=[O:30])([O-:21])=[O:20]. (2) Given the product [OH:24][C:25]1[CH:26]=[C:27]([CH:31]=[CH:32][CH:33]=1)[C:28]([NH:1][CH2:2][C@H:3]1[N:8]([C:9]([C:11]2[N:12]=[C:13]([CH3:23])[S:14][C:15]=2[C:16]2[CH:17]=[C:18]([CH3:22])[CH:19]=[CH:20][CH:21]=2)=[O:10])[CH2:7][C@@H:6]2[C@H:4]1[CH2:5]2)=[O:29], predict the reactants needed to synthesize it. The reactants are: [NH2:1][CH2:2][C@H:3]1[N:8]([C:9]([C:11]2[N:12]=[C:13]([CH3:23])[S:14][C:15]=2[C:16]2[CH:17]=[C:18]([CH3:22])[CH:19]=[CH:20][CH:21]=2)=[O:10])[CH2:7][C@@H:6]2[C@H:4]1[CH2:5]2.[OH:24][C:25]1[CH:26]=[C:27]([CH:31]=[CH:32][CH:33]=1)[C:28](O)=[O:29]. (3) Given the product [F:21][C:18]1[CH:19]=[CH:20][C:15]([PH:14][C:11]2[CH:12]=[CH:13][C:8]([F:7])=[CH:9][CH:10]=2)=[CH:16][CH:17]=1.[BH3:5], predict the reactants needed to synthesize it. The reactants are: [Cl-].[Ce+3].[Cl-].[Cl-].[BH4-:5].[Na+].[F:7][C:8]1[CH:13]=[CH:12][C:11]([PH:14](=O)[C:15]2[CH:20]=[CH:19][C:18]([F:21])=[CH:17][CH:16]=2)=[CH:10][CH:9]=1.[H-].[Al+3].[Li+].[H-].[H-].[H-].Cl. (4) Given the product [CH3:4][O:5][C:6]([C:8]1[CH:9]=[C:10]([CH3:27])[C:11]2[O:17][C:16]3[C:18]([Cl:23])=[CH:19][C:20]([N:22]([CH2:2][CH2:1][OH:3])[CH2:34][CH2:33][OH:35])=[CH:21][C:15]=3[CH2:14][S:13](=[O:25])(=[O:24])[C:12]=2[CH:26]=1)=[O:7], predict the reactants needed to synthesize it. The reactants are: [CH2:1]1[O:3][CH2:2]1.[CH3:4][O:5][C:6]([C:8]1[CH:9]=[C:10]([CH3:27])[C:11]2[O:17][C:16]3[C:18]([Cl:23])=[CH:19][C:20]([NH2:22])=[CH:21][C:15]=3[CH2:14][S:13](=[O:25])(=[O:24])[C:12]=2[CH:26]=1)=[O:7].C(=O)(O)[O-].[Na+].[C:33](O)(=[O:35])[CH3:34]. (5) Given the product [C:28]([C:27]1[CH:26]=[CH:25][C:24]([CH:7]2[N:8]([CH2:39][C:40]3[O:41][CH:42]=[C:43]([C:45]([O:47][CH3:48])=[O:46])[N:44]=3)[C:9](=[O:23])[N:10]([C:13]3[CH:18]=[CH:17][CH:16]=[C:15]([C:19]([F:22])([F:20])[F:21])[CH:14]=3)[C:11]([CH3:12])=[C:6]2[C:4]([CH:1]2[CH2:3][CH2:2]2)=[O:5])=[CH:31][CH:30]=1)#[N:29], predict the reactants needed to synthesize it. The reactants are: [CH:1]1([C:4]([C:6]2[CH:7]([C:24]3[CH:31]=[CH:30][C:27]([C:28]#[N:29])=[CH:26][CH:25]=3)[NH:8][C:9](=[O:23])[N:10]([C:13]3[CH:18]=[CH:17][CH:16]=[C:15]([C:19]([F:22])([F:21])[F:20])[CH:14]=3)[C:11]=2[CH3:12])=[O:5])[CH2:3][CH2:2]1.C(=O)([O-])[O-].[K+].[K+].Cl[CH2:39][C:40]1[O:41][CH:42]=[C:43]([C:45]([O:47][CH3:48])=[O:46])[N:44]=1. (6) Given the product [C:1]([O:5][C:6](=[O:7])[NH:8][C@@H:9]1[CH2:11][C@H:10]1[C:12]1[CH:13]=[C:14]([C:17](=[O:19])[NH:28][CH:25]2[CH2:26][CH2:27][C:22]([F:29])([F:21])[CH2:23][CH2:24]2)[S:15][CH:16]=1)([CH3:2])([CH3:3])[CH3:4], predict the reactants needed to synthesize it. The reactants are: [C:1]([O:5][C:6]([NH:8][C@@H:9]1[CH2:11][C@H:10]1[C:12]1[CH:13]=[C:14]([C:17]([OH:19])=O)[S:15][CH:16]=1)=[O:7])([CH3:4])([CH3:3])[CH3:2].Cl.[F:21][C:22]1([F:29])[CH2:27][CH2:26][CH:25]([NH2:28])[CH2:24][CH2:23]1.C(N(CC)CC)C.CN(C(ON1N=NC2C=CC=NC1=2)=[N+](C)C)C.F[P-](F)(F)(F)(F)F. (7) Given the product [C:14]([NH:1][C:2]1[CH:3]=[C:4]([OH:13])[C:5](=[CH:11][CH:12]=1)[C:6]([O:8][CH2:9][CH3:10])=[O:7])(=[O:16])[CH3:15], predict the reactants needed to synthesize it. The reactants are: [NH2:1][C:2]1[CH:3]=[C:4]([OH:13])[C:5](=[CH:11][CH:12]=1)[C:6]([O:8][CH2:9][CH3:10])=[O:7].[C:14](OC(=O)C)(=[O:16])[CH3:15].O. (8) Given the product [Br:1][CH2:19][CH2:18][CH2:17][CH2:16][CH:14]1[CH2:13][CH2:12][O:11][C:10]([CH3:21])([CH3:9])[CH2:15]1, predict the reactants needed to synthesize it. The reactants are: [Br:1]CC[C@H]1CCOC1.[CH3:9][C:10]1([CH3:21])[CH2:15][CH:14]([CH2:16][CH2:17][CH2:18][CH2:19]O)[CH2:13][CH2:12][O:11]1. (9) Given the product [CH:1]1[C:13]2[CH:12]([CH2:14][O:15][C:16](=[O:17])[NH:18][C:19]3([C:23](=[O:24])[NH:65][C@@H:61]4[C:62]5[C:58](=[CH:57][C:56]([C:54]6[CH:55]=[C:50]([Cl:49])[CH:51]=[C:52]([F:72])[C:53]=6[C:66]6[N:70]=[C:69]([CH3:71])[O:68][N:67]=6)=[CH:64][CH:63]=5)[CH2:59][CH2:60]4)[CH2:22][O:21][CH2:20]3)[C:11]3[C:6](=[CH:7][CH:8]=[CH:9][CH:10]=3)[C:5]=2[CH:4]=[CH:3][CH:2]=1, predict the reactants needed to synthesize it. The reactants are: [CH:1]1[C:13]2[CH:12]([CH2:14][O:15][C:16]([NH:18][C:19]3([C:23](O)=[O:24])[CH2:22][O:21][CH2:20]3)=[O:17])[C:11]3[C:6](=[CH:7][CH:8]=[CH:9][CH:10]=3)[C:5]=2[CH:4]=[CH:3][CH:2]=1.Cl.CN(C)CCCN=C=NCC.O.ON1C2C=CC=CC=2N=N1.[Cl:49][C:50]1[CH:51]=[C:52]([F:72])[C:53]([C:66]2[N:70]=[C:69]([CH3:71])[O:68][N:67]=2)=[C:54]([C:56]2[CH:57]=[C:58]3[C:62](=[CH:63][CH:64]=2)[C@@H:61]([NH2:65])[CH2:60][CH2:59]3)[CH:55]=1.C([O-])([O-])=O.[K+].[K+]. (10) The reactants are: [Li]CCCC.Br[C:7]1[CH:8]=[C:9]2[C:14](=[O:15])[N:13]([C:16]3[CH:21]=[CH:20][C:19]([O:22][CH2:23][C:24]([OH:27])([CH3:26])[CH3:25])=[C:18]([O:28][CH3:29])[CH:17]=3)[CH2:12][CH2:11][N:10]2[CH:30]=1.[C:31]1([S:37][S:37][C:31]2[CH:36]=[CH:35][CH:34]=[CH:33][CH:32]=2)[CH:36]=[CH:35][CH:34]=[CH:33][CH:32]=1. Given the product [OH:27][C:24]([CH3:26])([CH3:25])[CH2:23][O:22][C:19]1[CH:20]=[CH:21][C:16]([N:13]2[CH2:12][CH2:11][N:10]3[CH:30]=[C:7]([S:37][C:31]4[CH:36]=[CH:35][CH:34]=[CH:33][CH:32]=4)[CH:8]=[C:9]3[C:14]2=[O:15])=[CH:17][C:18]=1[O:28][CH3:29], predict the reactants needed to synthesize it.